This data is from NCI-60 drug combinations with 297,098 pairs across 59 cell lines. The task is: Regression. Given two drug SMILES strings and cell line genomic features, predict the synergy score measuring deviation from expected non-interaction effect. (1) Drug 1: C1=CC(=CC=C1CCC2=CNC3=C2C(=O)NC(=N3)N)C(=O)NC(CCC(=O)O)C(=O)O. Drug 2: C1=CC(=CC=C1CCCC(=O)O)N(CCCl)CCCl. Cell line: SK-OV-3. Synergy scores: CSS=43.3, Synergy_ZIP=-2.61, Synergy_Bliss=-6.40, Synergy_Loewe=-5.36, Synergy_HSA=-4.05. (2) Drug 1: CCCCC(=O)OCC(=O)C1(CC(C2=C(C1)C(=C3C(=C2O)C(=O)C4=C(C3=O)C=CC=C4OC)O)OC5CC(C(C(O5)C)O)NC(=O)C(F)(F)F)O. Drug 2: C1=CC=C(C=C1)NC(=O)CCCCCCC(=O)NO. Cell line: SK-MEL-28. Synergy scores: CSS=28.2, Synergy_ZIP=4.38, Synergy_Bliss=4.64, Synergy_Loewe=-4.33, Synergy_HSA=2.96. (3) Drug 1: CN1C(=O)N2C=NC(=C2N=N1)C(=O)N. Synergy scores: CSS=41.3, Synergy_ZIP=2.71, Synergy_Bliss=0.317, Synergy_Loewe=-32.3, Synergy_HSA=-2.37. Drug 2: CC1CCCC2(C(O2)CC(NC(=O)CC(C(C(=O)C(C1O)C)(C)C)O)C(=CC3=CSC(=N3)C)C)C. Cell line: SNB-19. (4) Drug 1: CC1=C(C(CCC1)(C)C)C=CC(=CC=CC(=CC(=O)O)C)C. Drug 2: CC1C(C(CC(O1)OC2CC(CC3=C2C(=C4C(=C3O)C(=O)C5=C(C4=O)C(=CC=C5)OC)O)(C(=O)CO)O)N)O.Cl. Cell line: KM12. Synergy scores: CSS=22.7, Synergy_ZIP=0.718, Synergy_Bliss=-0.312, Synergy_Loewe=-20.2, Synergy_HSA=-2.37. (5) Drug 1: CC1=C2C(C(=O)C3(C(CC4C(C3C(C(C2(C)C)(CC1OC(=O)C(C(C5=CC=CC=C5)NC(=O)C6=CC=CC=C6)O)O)OC(=O)C7=CC=CC=C7)(CO4)OC(=O)C)O)C)OC(=O)C. Drug 2: N.N.Cl[Pt+2]Cl. Cell line: T-47D. Synergy scores: CSS=45.2, Synergy_ZIP=-6.95, Synergy_Bliss=-3.85, Synergy_Loewe=-12.8, Synergy_HSA=-1.71. (6) Drug 1: CS(=O)(=O)C1=CC(=C(C=C1)C(=O)NC2=CC(=C(C=C2)Cl)C3=CC=CC=N3)Cl. Drug 2: C1=CC(=CC=C1CCCC(=O)O)N(CCCl)CCCl. Cell line: SR. Synergy scores: CSS=34.9, Synergy_ZIP=-4.52, Synergy_Bliss=-5.83, Synergy_Loewe=-13.1, Synergy_HSA=-3.52. (7) Drug 1: CCC1(CC2CC(C3=C(CCN(C2)C1)C4=CC=CC=C4N3)(C5=C(C=C6C(=C5)C78CCN9C7C(C=CC9)(C(C(C8N6C)(C(=O)OC)O)OC(=O)C)CC)OC)C(=O)OC)O.OS(=O)(=O)O. Drug 2: N.N.Cl[Pt+2]Cl. Cell line: HOP-62. Synergy scores: CSS=28.1, Synergy_ZIP=4.13, Synergy_Bliss=3.03, Synergy_Loewe=0.930, Synergy_HSA=-0.597. (8) Drug 1: CCC1=C2CN3C(=CC4=C(C3=O)COC(=O)C4(CC)O)C2=NC5=C1C=C(C=C5)O. Drug 2: CC12CCC3C(C1CCC2O)C(CC4=C3C=CC(=C4)O)CCCCCCCCCS(=O)CCCC(C(F)(F)F)(F)F. Cell line: MALME-3M. Synergy scores: CSS=1.75, Synergy_ZIP=-0.590, Synergy_Bliss=2.13, Synergy_Loewe=-0.998, Synergy_HSA=0.0520. (9) Drug 1: CC1C(C(CC(O1)OC2CC(CC3=C2C(=C4C(=C3O)C(=O)C5=C(C4=O)C(=CC=C5)OC)O)(C(=O)C)O)N)O.Cl. Drug 2: C(CCl)NC(=O)N(CCCl)N=O. Cell line: EKVX. Synergy scores: CSS=5.56, Synergy_ZIP=3.03, Synergy_Bliss=2.81, Synergy_Loewe=-5.84, Synergy_HSA=-0.438.